From a dataset of Full USPTO retrosynthesis dataset with 1.9M reactions from patents (1976-2016). Predict the reactants needed to synthesize the given product. (1) The reactants are: [C:1]1([C:7](=O)[CH2:8][C:9]2[N:10]=[N:11][NH:12][N:13]=2)[CH:6]=[CH:5][CH:4]=[CH:3][CH:2]=1.[CH2:15](I)[CH3:16].C(=O)([O-])[O-].[K+].[K+].Cl.BrBr.[NH2:27][C:28]([NH2:30])=[S:29].[OH-].[Na+]. Given the product [CH2:15]([N:12]1[N:11]=[N:10][C:9]([C:8]2[S:29][C:28]([NH2:30])=[N:27][C:7]=2[C:1]2[CH:6]=[CH:5][CH:4]=[CH:3][CH:2]=2)=[N:13]1)[CH3:16], predict the reactants needed to synthesize it. (2) Given the product [OH:19][C@H:14]1[CH2:15][CH2:16][CH2:17][CH2:18][C@@H:13]1[CH2:12][O:11][C:25]1[CH:24]=[C:23]([CH2:27][CH2:28][CH2:29][N:30]2[C:31](=[O:40])[C:32]3[C:37](=[CH:36][CH:35]=[CH:34][CH:33]=3)[C:38]2=[O:39])[CH:22]=[CH:21][CH:26]=1, predict the reactants needed to synthesize it. The reactants are: CC1C=CC(S([O:11][CH2:12][C@H:13]2[CH2:18][CH2:17][CH2:16][CH2:15][C@@H:14]2[OH:19])(=O)=O)=CC=1.O[C:21]1[CH:22]=[C:23]([CH2:27][CH2:28][CH2:29][N:30]2[C:38](=[O:39])[C:37]3[C:32](=[CH:33][CH:34]=[CH:35][CH:36]=3)[C:31]2=[O:40])[CH:24]=[CH:25][CH:26]=1.C(=O)([O-])[O-].[Cs+].[Cs+]. (3) Given the product [CH3:24][C:21]1[O:22][C:23]2=[C:15]3[C:16](=[CH:17][CH:18]=[C:19]2[N:20]=1)[O:25][CH2:26][CH:13]([CH2:12][N:27]1[CH2:32][CH2:31][CH2:30][CH2:29][CH2:28]1)[O:14]3, predict the reactants needed to synthesize it. The reactants are: CC1C=CC(S(O[CH2:12][C@H:13]2[CH2:26][O:25][C:16]3[CH:17]=[CH:18][C:19]4[N:20]=[C:21]([CH3:24])[O:22][C:23]=4[C:15]=3[O:14]2)(=O)=O)=CC=1.[NH:27]1[CH2:32][CH2:31][CH2:30][CH2:29][CH2:28]1.C(O)(=O)/C=C/C(O)=O. (4) Given the product [OH:25][C@H:8]([CH2:7][C:6]1[CH:13]=[CH:14][C:3]([O:2][CH3:1])=[CH:4][CH:5]=1)[C:10]([O:12][CH2:30][CH3:31])=[O:11], predict the reactants needed to synthesize it. The reactants are: [CH3:1][O:2][C:3]1[CH:14]=[CH:13][C:6]([CH2:7][C@H:8]([C:10]([OH:12])=[O:11])N)=[CH:5][CH:4]=1.S(=O)(=O)(O)O.N([O-])=O.[Na+].C(=O)([O-])[OH:25].[Na+].O1CCO[CH2:31][CH2:30]1. (5) Given the product [O:24]=[C:15]1[N:14]([CH2:25][CH2:26][CH3:27])[C:13]2[N:12]=[C:11]([C:6]34[CH2:7][CH2:8][C:3]([CH:2]=[O:1])([CH2:10][CH2:9]3)[CH2:4][CH2:5]4)[NH:19][C:18]=2[C:17](=[O:20])[N:16]1[CH2:21][CH2:22][CH3:23], predict the reactants needed to synthesize it. The reactants are: [OH:1][CH2:2][C:3]12[CH2:10][CH2:9][C:6]([C:11]3[NH:19][C:18]4[C:17](=[O:20])[N:16]([CH2:21][CH2:22][CH3:23])[C:15](=[O:24])[N:14]([CH2:25][CH2:26][CH3:27])[C:13]=4[N:12]=3)([CH2:7][CH2:8]1)[CH2:5][CH2:4]2.CC(OI1(OC(C)=O)(OC(C)=O)OC(=O)C2C=CC=CC1=2)=O. (6) The reactants are: [CH3:1][NH:2][CH2:3][CH2:4][CH2:5][CH2:6][CH2:7][CH2:8][CH2:9][CH2:10][CH2:11][N:12]1[CH2:17][CH2:16][CH:15]([O:18][C:19](=[O:33])[NH:20][C:21]2[CH:26]=[CH:25][CH:24]=[CH:23][C:22]=2[C:27]2[CH:32]=[CH:31][CH:30]=[CH:29][CH:28]=2)[CH2:14][CH2:13]1.C1(N)C(F)=C(F)C(F)=C(N)C=1F.Cl.Cl.[F:48][C:49]1[C:50]([OH:59])=[C:51]([CH:55]=[CH:56][C:57]=1[F:58])[C:52]([OH:54])=O. Given the product [F:48][C:49]1[C:50]([OH:59])=[C:51]([CH:55]=[CH:56][C:57]=1[F:58])[C:52]([N:2]([CH3:1])[CH2:3][CH2:4][CH2:5][CH2:6][CH2:7][CH2:8][CH2:9][CH2:10][CH2:11][N:12]1[CH2:13][CH2:14][CH:15]([O:18][C:19](=[O:33])[NH:20][C:21]2[CH:26]=[CH:25][CH:24]=[CH:23][C:22]=2[C:27]2[CH:28]=[CH:29][CH:30]=[CH:31][CH:32]=2)[CH2:16][CH2:17]1)=[O:54], predict the reactants needed to synthesize it. (7) Given the product [C:1]([C:5]1[N:10]=[C:9]([N:11]2[CH2:16][CH2:15][N:14]([CH2:17][CH2:18][CH2:19][CH2:20][NH:21][C:31]([N:33]3[CH2:34][CH2:35][C:44]([OH:50])([C:38]4[CH:43]=[CH:42][CH:41]=[CH:40][CH:39]=4)[CH2:45][CH2:37]3)=[O:32])[CH2:13][CH2:12]2)[CH:8]=[C:7]([C:22]([F:24])([F:25])[F:23])[N:6]=1)([CH3:4])([CH3:2])[CH3:3], predict the reactants needed to synthesize it. The reactants are: [C:1]([C:5]1[N:10]=[C:9]([N:11]2[CH2:16][CH2:15][N:14]([CH2:17][CH2:18][CH2:19][CH2:20][NH2:21])[CH2:13][CH2:12]2)[CH:8]=[C:7]([C:22]([F:25])([F:24])[F:23])[N:6]=1)([CH3:4])([CH3:3])[CH3:2].C1N=CN([C:31]([N:33]2[CH:37]=N[CH:35]=[CH:34]2)=[O:32])C=1.[C:38]1([C:44]2([OH:50])CCNC[CH2:45]2)[CH:43]=[CH:42][CH:41]=[CH:40][CH:39]=1.